Dataset: Forward reaction prediction with 1.9M reactions from USPTO patents (1976-2016). Task: Predict the product of the given reaction. (1) Given the reactants [OH:1][C:2]1[C:9]([CH:10]([CH3:12])[CH3:11])=[CH:8][CH:7]=[CH:6][C:3]=1[CH:4]=[O:5].[Br:13]N1C(=O)CCC1=O, predict the reaction product. The product is: [Br:13][C:7]1[CH:8]=[C:9]([CH:10]([CH3:12])[CH3:11])[C:2]([OH:1])=[C:3]([CH:6]=1)[CH:4]=[O:5]. (2) Given the reactants CC([O:5][C:6](=[O:34])[CH2:7][N:8]1[CH:13]=[C:12]([C:14]2[C:23]3[C:18](=[CH:19][C:20]([O:29][CH3:30])=[C:21]4[O:26][C:25]([CH3:28])([CH3:27])[CH2:24][C:22]4=3)[CH2:17][C:16]([CH3:32])([CH3:31])[N:15]=2)[CH:11]=[CH:10][C:9]1=[O:33])(C)C.[ClH:35], predict the reaction product. The product is: [ClH:35].[O:33]=[C:9]1[CH:10]=[CH:11][C:12]([C:14]2[C:23]3[C:18](=[CH:19][C:20]([O:29][CH3:30])=[C:21]4[O:26][C:25]([CH3:27])([CH3:28])[CH2:24][C:22]4=3)[CH2:17][C:16]([CH3:31])([CH3:32])[N:15]=2)=[CH:13][N:8]1[CH2:7][C:6]([OH:34])=[O:5]. (3) Given the reactants [O:1]1[C:5]2[CH:6]=[CH:7][CH:8]=[CH:9][C:4]=2[CH:3]=[C:2]1[CH:10]=[N:11][S:12]([C:15]1[CH:25]=[CH:24][C:18]2[O:19][CH2:20][CH2:21][CH2:22][O:23][C:17]=2[CH:16]=1)(=[O:14])=[O:13].O1CCCC1.Br[Mg][C:33]1[CH:38]=[CH:37][CH:36]=[CH:35][C:34]=1[CH3:39].C(OCC)C, predict the reaction product. The product is: [O:1]1[C:5]2[CH:6]=[CH:7][CH:8]=[CH:9][C:4]=2[CH:3]=[C:2]1[CH:10]([C:33]1[CH:38]=[CH:37][CH:36]=[CH:35][C:34]=1[CH3:39])[NH:11][S:12]([C:15]1[CH:25]=[CH:24][C:18]2[O:19][CH2:20][CH2:21][CH2:22][O:23][C:17]=2[CH:16]=1)(=[O:13])=[O:14].